From a dataset of Full USPTO retrosynthesis dataset with 1.9M reactions from patents (1976-2016). Predict the reactants needed to synthesize the given product. (1) Given the product [CH2:9]([C@@:16]([C:20]([OH:22])=[O:21])([CH2:18][OH:19])[NH2:17])[C:10]1[CH:15]=[CH:14][CH:13]=[CH:12][CH:11]=1, predict the reactants needed to synthesize it. The reactants are: P([O-])([O-])([O-])=O.[K+].[K+].[K+].[CH2:9]([C:16]([C:20]([OH:22])=[O:21])([CH2:18][OH:19])[NH2:17])[C:10]1[CH:15]=[CH:14][CH:13]=[CH:12][CH:11]=1.CC1N=CC(COP(O)(O)=O)=C(C=O)C=1O.C=O. (2) Given the product [CH3:9][N:3]1[C:4]([CH:7]=[O:8])=[CH:5][N:6]=[C:2]1[CH3:1].[CH3:9][N:6]1[CH:5]=[C:4]([CH:7]=[O:8])[N:3]=[C:2]1[CH3:1], predict the reactants needed to synthesize it. The reactants are: [CH3:1][C:2]1[NH:3][C:4]([CH:7]=[O:8])=[CH:5][N:6]=1.[C:9](=O)([O-])[O-].[K+].[K+].CI. (3) Given the product [Cl:19][C:20]1[CH:25]=[CH:24][CH:23]=[CH:22][C:21]=1[CH:26]1[CH2:35][CH2:34][C:33]2[C:28](=[CH:29][CH:30]=[C:31]([OH:37])[CH:32]=2)[O:27]1, predict the reactants needed to synthesize it. The reactants are: FC1C=C(C2CCC3C(=CC=C(O)C=3)O2)C=CC=1.[Cl:19][C:20]1[CH:25]=[CH:24][CH:23]=[CH:22][C:21]=1[CH:26]1[CH2:35][CH:34](O)[C:33]2[C:28](=[CH:29][CH:30]=[C:31]([OH:37])[CH:32]=2)[O:27]1. (4) Given the product [ClH:12].[CH:1]1([C@H:4]([NH2:8])[CH2:5][O:6][CH3:7])[CH2:3][CH2:2]1, predict the reactants needed to synthesize it. The reactants are: [CH:1]1([C@H:4]([NH:8]C(=O)[O-])[CH2:5][O:6][CH3:7])[CH2:3][CH2:2]1.[ClH:12]. (5) Given the product [Br:1][C:2]1[N:6]=[CH:5][N:4]([CH2:10][CH2:11][O:12][C:13]([C:20]2[CH:25]=[CH:24][CH:23]=[CH:22][CH:21]=2)([C:14]2[CH:15]=[CH:16][CH:17]=[CH:18][CH:19]=2)[C:26]2[CH:31]=[CH:30][CH:29]=[CH:28][CH:27]=2)[CH:3]=1, predict the reactants needed to synthesize it. The reactants are: [Br:1][C:2]1[NH:6][CH:5]=[N:4][CH:3]=1.[H-].[Na+].Br[CH2:10][CH2:11][O:12][C:13]([C:26]1[CH:31]=[CH:30][CH:29]=[CH:28][CH:27]=1)([C:20]1[CH:25]=[CH:24][CH:23]=[CH:22][CH:21]=1)[C:14]1[CH:19]=[CH:18][CH:17]=[CH:16][CH:15]=1. (6) Given the product [F:55][C:51]1[CH:52]=[CH:53][CH:54]=[CH:47][C:48]=1[CH2:49][N:40]1[CH2:41][CH2:42][CH2:43][CH:39]1[CH2:38][N:37]([CH3:44])[C:33]1[N:32]=[C:31]([NH2:45])[N:30]2[N:29]=[C:28]([C:24]3[O:23][CH:27]=[CH:26][CH:25]=3)[N:36]=[C:35]2[CH:34]=1, predict the reactants needed to synthesize it. The reactants are: O1C=CC=C1C1N=C2N(C(N)=NC(NCC3CCCN3)=C2)N=1.[O:23]1[CH:27]=[CH:26][CH:25]=[C:24]1[C:28]1[N:36]=[C:35]2[N:30]([C:31]([NH2:45])=[N:32][C:33]([N:37]([CH3:44])[CH2:38][CH:39]3[CH2:43][CH2:42][CH2:41][NH:40]3)=[CH:34]2)[N:29]=1.Cl[C:47]1[CH:54]=[CH:53][CH:52]=[C:51]([F:55])[C:48]=1[CH:49]=O.FC1C=CC=CC=1C=O.